From a dataset of Catalyst prediction with 721,799 reactions and 888 catalyst types from USPTO. Predict which catalyst facilitates the given reaction. (1) Reactant: [CH2:1]([O:3][C:4]1[CH:5]=[C:6]([CH:26]=[C:27]([O:30][CH2:31][CH3:32])[C:28]=1F)[CH2:7][N:8]1[CH2:13][CH2:12][CH:11]([NH:14][C:15](=[O:25])[C:16]2[CH:21]=[C:20]([O:22][CH3:23])[CH:19]=[C:18]([OH:24])[CH:17]=2)[CH2:10][CH2:9]1)[CH3:2].C(OC1C=C(C=O)C=C(OCC)C=1[C:47]1[CH:52]=[CH:51][C:50]([F:53])=[CH:49][CH:48]=1)C.C([BH3-])#N.[Na+].C(N(C(C)C)C(C)C)C. Product: [CH2:1]([O:3][C:4]1[CH:5]=[C:6]([CH2:7][N:8]2[CH2:9][CH2:10][CH:11]([NH:14][C:15](=[O:25])[C:16]3[CH:21]=[C:20]([O:22][CH3:23])[CH:19]=[C:18]([OH:24])[CH:17]=3)[CH2:12][CH2:13]2)[CH:26]=[C:27]([O:30][CH2:31][CH3:32])[C:28]=1[C:47]1[CH:52]=[CH:51][C:50]([F:53])=[CH:49][CH:48]=1)[CH3:2]. The catalyst class is: 212. (2) Product: [C:20]([C:19]1[C:18]2[C:13](=[CH:14][C:15]([O:22][CH3:23])=[CH:16][CH:17]=2)[N:12]([CH2:24][CH3:25])[C:11]=1[C:8]1[CH:9]=[CH:10][C:5]([O:4][CH2:3][CH2:2][NH:1][C:33](=[O:35])[CH3:34])=[CH:6][CH:7]=1)#[N:21]. Reactant: [NH2:1][CH2:2][CH2:3][O:4][C:5]1[CH:10]=[CH:9][C:8]([C:11]2[N:12]([CH2:24][CH3:25])[C:13]3[C:18]([C:19]=2[C:20]#[N:21])=[CH:17][CH:16]=[C:15]([O:22][CH3:23])[CH:14]=3)=[CH:7][CH:6]=1.CCN(CC)CC.[C:33](Cl)(=[O:35])[CH3:34]. The catalyst class is: 1. (3) Reactant: [CH3:1][O:2][C:3]1[CH:8]=[CH:7][C:6]([CH:9]([C:11]2[CH:16]=[CH:15][C:14]([O:17][CH3:18])=[CH:13][CH:12]=2)O)=[CH:5][CH:4]=1.N1C=CC=CC=1.P(Br)(Br)[Br:26]. Product: [Br:26][CH:9]([C:11]1[CH:16]=[CH:15][C:14]([O:17][CH3:18])=[CH:13][CH:12]=1)[C:6]1[CH:7]=[CH:8][C:3]([O:2][CH3:1])=[CH:4][CH:5]=1. The catalyst class is: 11. (4) Reactant: [Cl:1][C:2]1[CH:3]=[C:4]2[C:8](=[CH:9][C:10]=1[C:11]1[CH:12]=[N:13][N:14]([CH3:16])[CH:15]=1)[NH:7][CH2:6][CH2:5]2.Br[C:18]1[C:22]2[CH2:23][N:24]([C:27](=[O:29])[CH3:28])[CH2:25][CH2:26][C:21]=2[N:20]([CH:30]2[CH2:34][CH2:33][O:32][CH2:31]2)[N:19]=1.C(O[Na])(C)(C)C.COC(C)(C)C.C1(P(C2CCCCC2)C2C=CC=CC=2C2C(OC(C)C)=CC=CC=2OC(C)C)CCCCC1. Product: [Cl:1][C:2]1[CH:3]=[C:4]2[C:8](=[CH:9][C:10]=1[C:11]1[CH:12]=[N:13][N:14]([CH3:16])[CH:15]=1)[N:7]([C:18]1[C:22]3[CH2:23][N:24]([C:27](=[O:29])[CH3:28])[CH2:25][CH2:26][C:21]=3[N:20]([CH:30]3[CH2:34][CH2:33][O:32][CH2:31]3)[N:19]=1)[CH2:6][CH2:5]2. The catalyst class is: 38. (5) Reactant: C(OC(=O)[NH:7]/[C:8](/[NH:17][C:18]1[CH:23]=[CH:22][N:21]=[C:20]([Cl:24])[CH:19]=1)=[N:9]\C(=O)OC(C)(C)C)(C)(C)C.[F:26][C:27]([F:32])([F:31])[C:28]([OH:30])=[O:29]. Product: [F:26][C:27]([F:32])([F:31])[C:28]([OH:30])=[O:29].[F:26][C:27]([F:32])([F:31])[C:28]([OH:30])=[O:29].[Cl:24][C:20]1[CH:19]=[C:18]([NH:17][C:8]([NH2:9])=[NH:7])[CH:23]=[CH:22][N:21]=1. The catalyst class is: 4.